Dataset: Forward reaction prediction with 1.9M reactions from USPTO patents (1976-2016). Task: Predict the product of the given reaction. (1) Given the reactants [F:1][C:2]1[CH:37]=[CH:36][C:5]([CH2:6][C:7]2([C:32](OC)=[O:33])[CH2:12][CH2:11][CH2:10][CH:9]([NH:13][C:14]([C:16]3[CH:17]=[C:18]4[C:22](=[CH:23][CH:24]=3)[NH:21][N:20]=[C:19]4[C:25]3[CH:30]=[CH:29][N:28]=[C:27]([CH3:31])[CH:26]=3)=[O:15])[CH2:8]2)=[CH:4][CH:3]=1.[H-].[Al+3].[Li+].[H-].[H-].[H-], predict the reaction product. The product is: [F:1][C:2]1[CH:37]=[CH:36][C:5]([CH2:6][C:7]2([CH2:32][OH:33])[CH2:12][CH2:11][CH2:10][CH:9]([NH:13][C:14]([C:16]3[CH:17]=[C:18]4[C:22](=[CH:23][CH:24]=3)[NH:21][N:20]=[C:19]4[C:25]3[CH:30]=[CH:29][N:28]=[C:27]([CH3:31])[CH:26]=3)=[O:15])[CH2:8]2)=[CH:4][CH:3]=1. (2) Given the reactants [CH3:1][O:2][C:3]([N:5]1[C@@H:13]2[C@@H:8]([C@@:9]([OH:23])([C:14]#[C:15][C:16]3[CH:17]=[C:18]([CH3:22])[CH:19]=[CH:20][CH:21]=3)[CH2:10][CH2:11][CH2:12]2)[CH2:7][CH2:6]1)=[O:4].[F:24][C:25]1[CH:33]=[CH:32][CH:31]=[CH:30][C:26]=1[C:27](O)=[O:28], predict the reaction product. The product is: [CH3:1][O:2][C:3]([N:5]1[C@H:13]2[C@H:8]([C@:9]([O:23][C:27](=[O:28])[C:26]3[CH:30]=[CH:31][CH:32]=[CH:33][C:25]=3[F:24])([C:14]#[C:15][C:16]3[CH:17]=[C:18]([CH3:22])[CH:19]=[CH:20][CH:21]=3)[CH2:10][CH2:11][CH2:12]2)[CH2:7][CH2:6]1)=[O:4]. (3) Given the reactants [CH3:1][C:2]1[C:6]2[C:7](=[O:18])[N:8]([CH2:11][CH2:12][N:13]3[CH2:17][CH2:16][CH2:15][CH2:14]3)[CH2:9][CH2:10][C:5]=2[NH:4][C:3]=1[CH:19]=O.[F:21][C:22]1[CH:23]=[C:24]2[C:28](=[CH:29][C:30]=1[NH2:31])[NH:27][C:26](=[O:32])[CH2:25]2, predict the reaction product. The product is: [NH2:31][C:30]1[CH:29]=[C:28]2[C:24]([C:25](=[CH:19][C:3]3[NH:4][C:5]4[CH2:10][CH2:9][N:8]([CH2:11][CH2:12][N:13]5[CH2:14][CH2:15][CH2:16][CH2:17]5)[C:7](=[O:18])[C:6]=4[C:2]=3[CH3:1])[C:26](=[O:32])[NH:27]2)=[CH:23][C:22]=1[F:21]. (4) Given the reactants C1C=CC2N(O)N=NC=2C=1.C(N(C(C)C)CC)(C)C.FC(F)(F)C(O)=O.[Cl:27][CH2:28][CH2:29][CH2:30]/[C:31](=[CH:35]\[C:36]1[CH:41]=[CH:40][C:39]([N:42]2[CH:46]=[C:45]([CH3:47])[N:44]=[CH:43]2)=[C:38]([O:48][CH3:49])[CH:37]=1)/[C:32]([OH:34])=O.[NH:50]1[C:58]2[C:53](=[CH:54][CH:55]=[CH:56][CH:57]=2)[C:52]([CH:59]([NH2:61])[CH3:60])=[CH:51]1, predict the reaction product. The product is: [NH:50]1[C:58]2[C:53](=[CH:54][CH:55]=[CH:56][CH:57]=2)[C:52]([CH:59]([NH:61][C:32](=[O:34])/[C:31](=[CH:35]/[C:36]2[CH:41]=[CH:40][C:39]([N:42]3[CH:46]=[C:45]([CH3:47])[N:44]=[CH:43]3)=[C:38]([O:48][CH3:49])[CH:37]=2)/[CH2:30][CH2:29][CH2:28][Cl:27])[CH3:60])=[CH:51]1. (5) Given the reactants [Si:1]([O:8][CH2:9][C@H:10]1[O:14][C:13](=[O:15])[CH:12]=[CH:11]1)([C:4]([CH3:7])([CH3:6])[CH3:5])([CH3:3])[CH3:2].C(C1C=CC=CC=1)(=O)C1C=CC=CC=1.[C:30]([O:33][CH2:34][CH3:35])(=[O:32])C.C(Cl)(Cl)Cl, predict the reaction product. The product is: [Si:1]([O:8][CH2:9][C@H:10]1[O:14][C:13](=[O:15])[CH2:12][C@@H:11]1[CH:30]1[O:33][CH2:34][CH2:35][O:32]1)([C:4]([CH3:7])([CH3:6])[CH3:5])([CH3:3])[CH3:2]. (6) Given the reactants C1(P(C2C=CC=CC=2)C2C=CC=CC=2)C=CC=CC=1.[OH:20][C@@H:21]([CH3:30])[C:22]([N:24]1[CH2:29][CH2:28][O:27][CH2:26][CH2:25]1)=[O:23].C(OC[N:39]1[C:48](=[O:49])[C:47]2[C:42](=[CH:43][CH:44]=[CH:45][C:46]=2O)[N:41]=[CH:40]1)(=O)C(C)(C)C, predict the reaction product. The product is: [CH3:30][C@@H:21]([O:20][C:46]1[CH:45]=[CH:44][CH:43]=[C:42]2[C:47]=1[C:48](=[O:49])[NH:39][CH:40]=[N:41]2)[C:22]([N:24]1[CH2:25][CH2:26][O:27][CH2:28][CH2:29]1)=[O:23]. (7) Given the reactants [NH2:1][CH:2]([CH2:12][C:13]1[CH:18]=[CH:17][C:16]([C:19]([F:22])([F:21])[F:20])=[CH:15][CH:14]=1)[CH:3]([C:5]1[CH:6]=[N:7][C:8]([Cl:11])=[CH:9][CH:10]=1)[OH:4].[C:23]1([CH2:29][CH2:30][C:31](Cl)=[O:32])[CH:28]=[CH:27][CH:26]=[CH:25][CH:24]=1.C(=O)([O-])O.[Na+], predict the reaction product. The product is: [Cl:11][C:8]1[N:7]=[CH:6][C:5]([CH:3]([OH:4])[CH:2]([NH:1][C:31](=[O:32])[CH2:30][CH2:29][C:23]2[CH:28]=[CH:27][CH:26]=[CH:25][CH:24]=2)[CH2:12][C:13]2[CH:18]=[CH:17][C:16]([C:19]([F:22])([F:21])[F:20])=[CH:15][CH:14]=2)=[CH:10][CH:9]=1. (8) Given the reactants N[C:2]1[C:11]([Cl:12])=[C:10]([C:13]([O:15][CH3:16])=[O:14])[C:9]([Cl:17])=[CH:8][C:3]=1[C:4]([O:6][CH3:7])=[O:5].C(ON=O)CC(C)C, predict the reaction product. The product is: [Cl:12][C:11]1[CH:2]=[C:3]([C:4]([O:6][CH3:7])=[O:5])[CH:8]=[C:9]([Cl:17])[C:10]=1[C:13]([O:15][CH3:16])=[O:14]. (9) Given the reactants [F:1][C:2]([F:24])([F:23])[C:3]1[CH:4]=[C:5]([C:13]2[N:17]=[CH:16][N:15](/[CH:18]=[CH:19]\[C:20](O)=[O:21])[N:14]=2)[CH:6]=[C:7]([C:9]([F:12])([F:11])[F:10])[CH:8]=1.C1C=CC2N(O)N=NC=2C=1.CCN=C=NCCCN(C)C.Cl.Cl.[CH3:48][C:49]1([OH:53])[CH2:52][NH:51][CH2:50]1.CCN(C(C)C)C(C)C, predict the reaction product. The product is: [F:12][C:9]([F:10])([F:11])[C:7]1[CH:6]=[C:5]([C:13]2[N:17]=[CH:16][N:15](/[CH:18]=[CH:19]\[C:20]([N:51]3[CH2:52][C:49]([OH:53])([CH3:48])[CH2:50]3)=[O:21])[N:14]=2)[CH:4]=[C:3]([C:2]([F:24])([F:1])[F:23])[CH:8]=1. (10) The product is: [ClH:25].[F:22][C:18]1[CH:19]=[CH:20][CH:21]=[C:16]([O:15][CH2:14][N:24]2[CH2:31][CH2:30][CH2:16][CH2:17][CH2:23]2)[C:17]=1[C:23]#[N:24]. Given the reactants C(OC(N1CCC([CH2:14][O:15][C:16]2[CH:21]=[CH:20][CH:19]=[C:18]([F:22])[C:17]=2[C:23]#[N:24])CC1)=O)(C)(C)C.[ClH:25].O1[CH2:31][CH2:30]OCC1, predict the reaction product.